This data is from Peptide-MHC class II binding affinity with 134,281 pairs from IEDB. The task is: Regression. Given a peptide amino acid sequence and an MHC pseudo amino acid sequence, predict their binding affinity value. This is MHC class II binding data. (1) The peptide sequence is DANNYEQQEQASQQI. The MHC is HLA-DPA10201-DPB10501 with pseudo-sequence HLA-DPA10201-DPB10501. The binding affinity (normalized) is 0. (2) The peptide sequence is KSTNGLRIKSYEDAK. The MHC is HLA-DQA10104-DQB10503 with pseudo-sequence HLA-DQA10104-DQB10503. The binding affinity (normalized) is 0.347. (3) The peptide sequence is EKKYFAATQFEPLFA. The MHC is HLA-DPA10201-DPB10101 with pseudo-sequence HLA-DPA10201-DPB10101. The binding affinity (normalized) is 0.951. (4) The binding affinity (normalized) is 0.893. The peptide sequence is EKKYFAATQFEPLMA. The MHC is HLA-DPA10301-DPB10402 with pseudo-sequence HLA-DPA10301-DPB10402. (5) The peptide sequence is PYLGYCALLPLLTEE. The MHC is DRB1_1602 with pseudo-sequence DRB1_1602. The binding affinity (normalized) is 0.762. (6) The peptide sequence is SWIRSCPDLKDCLID. The MHC is DRB1_1501 with pseudo-sequence DRB1_1501. The binding affinity (normalized) is 0.362. (7) The peptide sequence is SQDLELSWNLNGRQAY. The MHC is DRB1_1302 with pseudo-sequence DRB1_1302. The binding affinity (normalized) is 0.622. (8) The peptide sequence is VPDIPELSYQKEALL. The MHC is DRB1_0101 with pseudo-sequence DRB1_0101. The binding affinity (normalized) is 0.643.